Dataset: Forward reaction prediction with 1.9M reactions from USPTO patents (1976-2016). Task: Predict the product of the given reaction. (1) Given the reactants [Cl:1][C:2]1[C:3](/[C:12](=[N:27]/[O:28][CH2:29][CH:30]2[CH2:32][CH2:31]2)/[CH2:13][NH:14][C:15](=[O:26])[C:16]2[CH:21]=[CH:20][CH:19]=[CH:18][C:17]=2[C:22]([F:25])([F:24])[F:23])=[N:4][CH:5]=[C:6]([C:8]([F:11])([F:10])[F:9])[CH:7]=1.C(C1C=CC=CC=1)(=O)C1C=CC=CC=1, predict the reaction product. The product is: [Cl:1][C:2]1[C:3](/[C:12](=[N:27]\[O:28][CH2:29][CH:30]2[CH2:31][CH2:32]2)/[CH2:13][NH:14][C:15](=[O:26])[C:16]2[CH:21]=[CH:20][CH:19]=[CH:18][C:17]=2[C:22]([F:24])([F:25])[F:23])=[N:4][CH:5]=[C:6]([C:8]([F:9])([F:11])[F:10])[CH:7]=1. (2) Given the reactants [NH2:1][C:2]1[C:3]2[N:4]([C:8]([C@@H:26]3[CH2:31][CH2:30][CH2:29][CH2:28][NH:27]3)=[N:9][C:10]=2[C:11]2[CH:25]=[CH:24][C:14]([C:15]([NH:17][C:18]3[N:23]=[CH:22][CH:21]=[CH:20][N:19]=3)=[O:16])=[CH:13][CH:12]=2)[CH:5]=[CH:6][N:7]=1.[C:32](Cl)(=[O:35])[CH:33]=[CH2:34], predict the reaction product. The product is: [C:32]([N:27]1[CH2:28][CH2:29][CH2:30][CH2:31][C@H:26]1[C:8]1[N:4]2[CH:5]=[CH:6][N:7]=[C:2]([NH2:1])[C:3]2=[C:10]([C:11]2[CH:25]=[CH:24][C:14]([C:15]([NH:17][C:18]3[N:23]=[CH:22][CH:21]=[CH:20][N:19]=3)=[O:16])=[CH:13][CH:12]=2)[N:9]=1)(=[O:35])[CH:33]=[CH2:34]. (3) Given the reactants [C:1]1([CH3:24])[CH:6]=[CH:5][CH:4]=[C:3]([S:7]([N:10]2[CH2:19][CH:18]=[CH:17][C:16]3[N:15]=[CH:14][C:13]([C:20]([O:22][CH3:23])=[O:21])=[CH:12][C:11]2=3)(=[O:9])=[O:8])[CH:2]=1, predict the reaction product. The product is: [C:1]1([CH3:24])[CH:6]=[CH:5][CH:4]=[C:3]([S:7]([N:10]2[CH2:19][CH2:18][CH2:17][C:16]3[N:15]=[CH:14][C:13]([C:20]([O:22][CH3:23])=[O:21])=[CH:12][C:11]2=3)(=[O:9])=[O:8])[CH:2]=1. (4) The product is: [Br:1][C:2]1[CH:7]=[CH:6][C:5]([NH:8][C:14](=[O:15])[C:13]2[CH:17]=[CH:18][CH:19]=[C:11]([C:10]([F:9])([F:20])[F:21])[CH:12]=2)=[CH:4][CH:3]=1. Given the reactants [Br:1][C:2]1[CH:7]=[CH:6][C:5]([NH2:8])=[CH:4][CH:3]=1.[F:9][C:10]([F:21])([F:20])[C:11]1[CH:12]=[C:13]([CH:17]=[CH:18][CH:19]=1)[C:14](Cl)=[O:15].CCN(CC)CC.C([O-])(O)=O.[Na+], predict the reaction product.